This data is from Full USPTO retrosynthesis dataset with 1.9M reactions from patents (1976-2016). The task is: Predict the reactants needed to synthesize the given product. (1) Given the product [F:31][C:32]1[CH:33]=[C:34]([CH:37]=[CH:38][CH:39]=1)[CH2:35][N:3]1[C:4](=[O:19])[C:5]2[CH:10]=[C:9]3[O:11][CH:12]4[CH2:18][CH2:17][CH2:16][N:13]4[C:14](=[O:15])[C:8]3=[CH:7][C:6]=2[N:1]=[N:2]1, predict the reactants needed to synthesize it. The reactants are: [N:1]1[C:6]2[CH:7]=[C:8]3[C:14](=[O:15])[N:13]4[CH2:16][CH2:17][CH2:18][CH:12]4[O:11][C:9]3=[CH:10][C:5]=2[C:4](=[O:19])[NH:3][N:2]=1.C1CCN2C(=NCCC2)CC1.[F:31][C:32]1[CH:33]=[C:34]([CH:37]=[CH:38][CH:39]=1)[CH2:35]Br. (2) Given the product [Br:1][C:2]1[CH:3]=[CH:4][C:5]([C:8]2([C:9]([OH:11])=[O:10])[CH2:14][C:15]3([O:16][CH2:17][CH2:18][O:19]3)[CH2:20]2)=[CH:6][CH:7]=1, predict the reactants needed to synthesize it. The reactants are: [Br:1][C:2]1[CH:7]=[CH:6][C:5]([CH:8]([CH2:14][C:15]2([CH2:20]Cl)[O:19][CH2:18][CH2:17][O:16]2)[C:9]([O:11]CC)=[O:10])=[CH:4][CH:3]=1.[H-].[Na+].[OH-].[Na+].C(=O)(O)[O-].[Na+]. (3) Given the product [F:43][C:31]([F:30])([C:39]([F:40])([F:41])[F:42])[CH2:32][CH2:33][CH2:34][S:35]([O:8][C:6]1[C:5]2[O:9][C:10]3[CH:11]=[CH:12][C:13]([C@@H:22]([OH:27])[CH2:23][CH:24]([CH3:25])[CH3:26])=[C:14]([O:20][CH3:21])[C:15]=3[C:16](=[O:17])[O:18][CH2:19][C:4]=2[CH:3]=[C:2]([CH3:1])[CH:7]=1)(=[O:37])=[O:36], predict the reactants needed to synthesize it. The reactants are: [CH3:1][C:2]1[CH:7]=[C:6]([OH:8])[C:5]2[O:9][C:10]3[C:15]([C:16]([O:18][CH2:19][C:4]=2[CH:3]=1)=[O:17])=[C:14]([O:20][CH3:21])[C:13]([C@@H:22]([OH:27])[CH2:23][CH:24]([CH3:26])[CH3:25])=[CH:12][CH:11]=3.[H-].[Na+].[F:30][C:31]([F:43])([C:39]([F:42])([F:41])[F:40])[CH2:32][CH2:33][CH2:34][S:35](Cl)(=[O:37])=[O:36].C(N(CC)CC)C. (4) Given the product [F:9][C:10]1[C:15]([CH3:16])=[C:14]([C:6]2[S:5][N:4]=[C:3]([CH3:8])[C:2]=2[Br:1])[CH:13]=[CH:12][N:11]=1, predict the reactants needed to synthesize it. The reactants are: [Br:1][C:2]1[C:3]([CH3:8])=[N:4][S:5][C:6]=1Br.[F:9][C:10]1[C:15]([CH3:16])=[CH:14][C:13]([Sn](CCCC)(CCCC)CCCC)=[CH:12][N:11]=1.CCCCCC.CCOCC. (5) Given the product [OH:2][C:3]1[CH:8]=[CH:7][C:6]([C:9]2[C:14]([CH3:15])=[N:13][N:12]([C:16]3[CH:21]=[CH:20][CH:19]=[CH:18][N:17]=3)[C:11](=[O:22])[CH:10]=2)=[CH:5][CH:4]=1, predict the reactants needed to synthesize it. The reactants are: C[O:2][C:3]1[CH:8]=[CH:7][C:6]([C:9]2[C:14]([CH3:15])=[N:13][N:12]([C:16]3[CH:21]=[CH:20][CH:19]=[CH:18][N:17]=3)[C:11](=[O:22])[CH:10]=2)=[CH:5][CH:4]=1.B(Br)(Br)Br.